The task is: Predict which catalyst facilitates the given reaction.. This data is from Catalyst prediction with 721,799 reactions and 888 catalyst types from USPTO. (1) Product: [Cl:1][C:2]1[N:7]=[C:6]([N:8]([CH2:9][CH2:10][O:11][CH3:12])[C:18](=[O:19])[O:17][C:14]([CH3:16])([CH3:15])[CH3:13])[CH:5]=[CH:4][N:3]=1. The catalyst class is: 79. Reactant: [Cl:1][C:2]1[N:7]=[C:6]([NH:8][CH2:9][CH2:10][O:11][CH3:12])[CH:5]=[CH:4][N:3]=1.[CH3:13][C:14]([O:17][C:18](O[C:18]([O:17][C:14]([CH3:16])([CH3:15])[CH3:13])=[O:19])=[O:19])([CH3:16])[CH3:15]. (2) Reactant: [C:1](OC(=O)C)(=[O:3])C.C(O)=O.[O:11]=[C:12]1[N:18]([CH:19]2[CH2:24][CH2:23][N:22]([C:25]([O:27][C@H:28]([CH2:43][C:44]3[CH:49]=[C:48]([CH3:50])[C:47]([OH:51])=[C:46]([CH3:52])[CH:45]=3)[C:29](=[O:42])[N:30]3[CH2:35][CH2:34][N:33]([CH:36]4[CH2:41][CH2:40][O:39][CH2:38][CH2:37]4)[CH2:32][CH2:31]3)=[O:26])[CH2:21][CH2:20]2)[CH2:17][CH2:16][C:15]2[CH:53]=[CH:54][CH:55]=[CH:56][C:14]=2[NH:13]1. Product: [O:11]=[C:12]1[N:18]([CH:19]2[CH2:24][CH2:23][N:22]([C:25]([O:27][C@H:28]([CH2:43][C:44]3[CH:49]=[C:48]([CH3:50])[C:47]([O:51][CH:1]=[O:3])=[C:46]([CH3:52])[CH:45]=3)[C:29](=[O:42])[N:30]3[CH2:31][CH2:32][N:33]([CH:36]4[CH2:41][CH2:40][O:39][CH2:38][CH2:37]4)[CH2:34][CH2:35]3)=[O:26])[CH2:21][CH2:20]2)[CH2:17][CH2:16][C:15]2[CH:53]=[CH:54][CH:55]=[CH:56][C:14]=2[NH:13]1. The catalyst class is: 2. (3) Reactant: [Cl:1][C:2]1[CH:3]=[C:4]([CH:12]=[CH:13][C:14]=1[Cl:15])[CH2:5][N:6]([CH3:11])[CH2:7][CH2:8][CH2:9][NH2:10].[Br:16][CH2:17][C:18](Br)=[O:19]. Product: [BrH:16].[Br:16][CH2:17][C:18]([NH:10][CH2:9][CH2:8][CH2:7][N:6]([CH2:5][C:4]1[CH:12]=[CH:13][C:14]([Cl:15])=[C:2]([Cl:1])[CH:3]=1)[CH3:11])=[O:19]. The catalyst class is: 4. (4) Reactant: [C:1]([N:11]1[CH2:15][CH2:14][C@H:13]([NH:16][CH:17]2[CH2:22][CH2:21][CH2:20][CH2:19][CH2:18]2)[CH2:12]1)([O:3][CH2:4][C:5]1[CH:10]=[CH:9][CH:8]=[CH:7][CH:6]=1)=[O:2].[C:23](Cl)(=[O:27])[CH:24]([CH3:26])[CH3:25]. Product: [C:1]([N:11]1[CH2:15][CH2:14][C@H:13]([N:16]([CH:17]2[CH2:22][CH2:21][CH2:20][CH2:19][CH2:18]2)[C:23](=[O:27])[CH:24]([CH3:26])[CH3:25])[CH2:12]1)([O:3][CH2:4][C:5]1[CH:6]=[CH:7][CH:8]=[CH:9][CH:10]=1)=[O:2]. The catalyst class is: 2. (5) Reactant: C([O:8][CH2:9][C@H:10]([OH:17])[CH2:11][C:12]1[NH:13][CH:14]=[CH:15][N:16]=1)C1C=CC=CC=1.[H][H]. Product: [NH:13]1[CH:14]=[CH:15][N:16]=[C:12]1[CH2:11][C@@H:10]([OH:17])[CH2:9][OH:8]. The catalyst class is: 43. (6) Reactant: [N:1]1([C:7]([O:9][C:10]([CH3:13])([CH3:12])[CH3:11])=[O:8])[CH2:6][CH2:5][NH:4][CH2:3][CH2:2]1.[N+:14]([C:17]1[CH:18]=[C:19]([CH2:23][C:24](O)=[O:25])[CH:20]=[CH:21][CH:22]=1)([O-:16])=[O:15].C(Cl)CCl.C1C=CC2N(O)N=NC=2C=1.C(N(CC)CC)C. Product: [N+:14]([C:17]1[CH:18]=[C:19]([CH2:23][C:24]([N:4]2[CH2:5][CH2:6][N:1]([C:7]([O:9][C:10]([CH3:13])([CH3:12])[CH3:11])=[O:8])[CH2:2][CH2:3]2)=[O:25])[CH:20]=[CH:21][CH:22]=1)([O-:16])=[O:15]. The catalyst class is: 25. (7) Reactant: [CH:1]([C:4]1[C:8]2[CH:9]=[CH:10][C:11]([C:13]([F:16])([F:15])[F:14])=[CH:12][C:7]=2[S:6][C:5]=1[CH2:17]O)([CH3:3])[CH3:2].S(Cl)([Cl:21])=O. Product: [Cl:21][CH2:17][C:5]1[S:6][C:7]2[CH:12]=[C:11]([C:13]([F:16])([F:15])[F:14])[CH:10]=[CH:9][C:8]=2[C:4]=1[CH:1]([CH3:3])[CH3:2]. The catalyst class is: 48. (8) Reactant: [CH2:1]1[C:5]2([CH2:10][CH2:9][NH:8][CH2:7][CH2:6]2)[CH2:4][CH2:3][N:2]1[C:11]([O:13][C:14]([CH3:17])([CH3:16])[CH3:15])=[O:12].Br[C:19]1[C:28]2[C:23](=[C:24]([C:29]([F:32])([F:31])[F:30])[CH:25]=[CH:26][CH:27]=2)[N:22]=[CH:21][CH:20]=1.CC([O-])(C)C.[Na+].C1C=CC(P(C2C(C3C(P(C4C=CC=CC=4)C4C=CC=CC=4)=CC=C4C=3C=CC=C4)=C3C(C=CC=C3)=CC=2)C2C=CC=CC=2)=CC=1. Product: [F:32][C:29]([F:30])([F:31])[C:24]1[CH:25]=[CH:26][CH:27]=[C:28]2[C:23]=1[N:22]=[CH:21][CH:20]=[C:19]2[N:8]1[CH2:7][CH2:6][C:5]2([CH2:1][N:2]([C:11]([O:13][C:14]([CH3:17])([CH3:16])[CH3:15])=[O:12])[CH2:3][CH2:4]2)[CH2:10][CH2:9]1. The catalyst class is: 222. (9) Reactant: [Br:1][C:2]1[CH:17]=[CH:16][C:5]([NH:6][CH2:7][C:8]([C:10]2[CH:15]=[CH:14][CH:13]=[CH:12][CH:11]=2)=[O:9])=[CH:4][CH:3]=1.[BH4-].[Na+]. Product: [Br:1][C:2]1[CH:3]=[CH:4][C:5]([NH:6][CH2:7][CH:8]([C:10]2[CH:15]=[CH:14][CH:13]=[CH:12][CH:11]=2)[OH:9])=[CH:16][CH:17]=1. The catalyst class is: 5.